Task: Predict the reaction yield, written as a fraction of the theoretical maximum amount of product (1.0 means a 100% yield; for example, 0.34 means a 34% yield).. Dataset: Reaction yield outcomes from USPTO patents with 853,638 reactions (1) The reactants are Cl[C:2]1[CH:3]=[C:4]([CH2:10][CH2:11][C:12](OC)=O)[CH:5]=[C:6]([O:8][CH3:9])[CH:7]=1.[C:16](#[N:18])[CH3:17].[H-].[Na+].[ClH:21].[NH2:22][NH2:23]. The catalyst is O1CCOCC1.C(O)C. The product is [Cl:21][C:2]1[CH:3]=[C:4]([CH2:10][CH2:11][C:12]2[NH:23][N:22]=[C:16]([NH2:18])[CH:17]=2)[CH:5]=[C:6]([O:8][CH3:9])[CH:7]=1. The yield is 0.430. (2) The reactants are C([C:4]1([C:10]2[C:18]3[C:13](=[CH:14][CH:15]=[C:16]([NH:19][C:20]([C:22]4[CH:27]=[CH:26][CH:25]=[CH:24][N:23]=4)=[O:21])[CH:17]=3)[NH:12][N:11]=2)[CH:9]=[CH:8][CH:7]=[CH:6][CH2:5]1)(=O)C.N. The catalyst is CO. The product is [C:4]1([C:10]2[C:18]3[C:13](=[CH:14][CH:15]=[C:16]([NH:19][C:20]([C:22]4[CH:27]=[CH:26][CH:25]=[CH:24][N:23]=4)=[O:21])[CH:17]=3)[NH:12][N:11]=2)[CH:5]=[CH:6][CH:7]=[CH:8][CH:9]=1. The yield is 0.710. (3) The reactants are [Cl:1][C:2]1[N:7]=[C:6](Cl)[CH:5]=[CH:4][N:3]=1.[NH2:9][C:10]1[CH:11]=[C:12]2[C:16](=[CH:17][CH:18]=1)[NH:15][N:14]=[CH:13]2.CCN(CC)CC. The catalyst is CCO. The product is [Cl:1][C:2]1[N:7]=[C:6]([NH:9][C:10]2[CH:11]=[C:12]3[C:16](=[CH:17][CH:18]=2)[NH:15][N:14]=[CH:13]3)[CH:5]=[CH:4][N:3]=1. The yield is 0.800. (4) The product is [CH3:27][C:3]1[N:2]([O:1][CH:31]2[CH2:32][CH2:33][O:28][CH2:29][CH2:30]2)[C:7](=[O:8])[C:6]([CH2:9][C:10]2[CH:11]=[CH:12][C:13]([C:16]3[CH:21]=[CH:20][CH:19]=[CH:18][C:17]=3[C:22]3[NH:55][C:56](=[O:57])[O:58][N:23]=3)=[CH:14][CH:15]=2)=[C:5]([CH2:24][CH2:25][CH3:26])[N:4]=1. The reactants are [OH:1][N:2]1[C:7](=[O:8])[C:6]([CH2:9][C:10]2[CH:15]=[CH:14][C:13]([C:16]3[C:17]([C:22]#[N:23])=[CH:18][CH:19]=[CH:20][CH:21]=3)=[CH:12][CH:11]=2)=[C:5]([CH2:24][CH2:25][CH3:26])[N:4]=[C:3]1[CH3:27].[O:28]1[CH2:33][CH2:32][CH:31](O)[CH2:30][CH2:29]1.C1(P(C2C=CC=CC=2)C2C=CC=CC=2)C=CC=CC=1.[N:55]([C:56]([O:58]C(C)C)=[O:57])=[N:55][C:56]([O:58]C(C)C)=[O:57]. The catalyst is O1CCCC1.C(OCC)(=O)C. The yield is 0.490. (5) The reactants are [O:1]=[C:2]1[C@@H:8]2[C@@H:4]([CH2:5][CH2:6][NH:7]2)[N:3]1[S:9]([OH:12])(=[O:11])=[O:10].[C:13](=[O:16])(O)[O-].[Na+].CC(S([NH:24][CH:25]1[CH2:31][CH2:30][C:29]([CH3:33])([CH3:32])[NH:28][C:27]([CH3:35])([CH3:34])[CH2:26]1)=O)(C)C. The catalyst is O.C(#N)C. The product is [O:1]=[C:2]1[C@@H:8]2[C@@H:4]([CH2:5][CH2:6][N:7]2[C:13]([NH:24][CH:25]2[CH2:31][CH2:30][C:29]([CH3:33])([CH3:32])[NH:28][C:27]([CH3:35])([CH3:34])[CH2:26]2)=[O:16])[N:3]1[S:9]([OH:12])(=[O:11])=[O:10]. The yield is 0.0870.